The task is: Predict the product of the given reaction.. This data is from Forward reaction prediction with 1.9M reactions from USPTO patents (1976-2016). Given the reactants [CH2:1]([NH:8][C:9]([NH:11][N:12]([CH2:14][C:15]([OH:17])=O)[CH3:13])=[O:10])[C:2]1[CH:7]=[CH:6][CH:5]=[CH:4][CH:3]=1.[NH2:18][C@@H:19]([CH2:43][C:44]1[C:49]([CH3:50])=[CH:48][C:47]([OH:51])=[CH:46][C:45]=1[CH3:52])[C:20]([N:22]([C@@H:34]([CH3:42])[CH:35]([O:39][CH2:40][CH3:41])[O:36][CH2:37][CH3:38])[CH2:23][C:24]1[CH:25]=[CH:26][CH:27]=[C:28]2[C:33]=1[N:32]=[CH:31][CH:30]=[CH:29]2)=[O:21].[Cl-].COC1N=C(OC)N=C([N+]2(C)CCOCC2)N=1, predict the reaction product. The product is: [CH2:1]([NH:8][C:9]([NH:11][N:12]([CH2:14][C:15]([NH:18][C@@H:19]([CH2:43][C:44]1[C:49]([CH3:50])=[CH:48][C:47]([OH:51])=[CH:46][C:45]=1[CH3:52])[C:20]([N:22]([C@@H:34]([CH3:42])[CH:35]([O:39][CH2:40][CH3:41])[O:36][CH2:37][CH3:38])[CH2:23][C:24]1[CH:25]=[CH:26][CH:27]=[C:28]2[C:33]=1[N:32]=[CH:31][CH:30]=[CH:29]2)=[O:21])=[O:17])[CH3:13])=[O:10])[C:2]1[CH:3]=[CH:4][CH:5]=[CH:6][CH:7]=1.